This data is from Reaction yield outcomes from USPTO patents with 853,638 reactions. The task is: Predict the reaction yield, written as a fraction of the theoretical maximum amount of product (1.0 means a 100% yield; for example, 0.34 means a 34% yield). (1) The reactants are [CH3:1][C:2]1[CH:11]=[CH:10][C:9]2[C:4](=[CH:5][C:6]([CH2:12][C:13](OC)=[O:14])=[CH:7][CH:8]=2)[N:3]=1.[H-].[H-].[H-].[H-].[Li+].[Al+3].O.O.O.O.O.O.O.O.O.O.S([O-])([O-])(=O)=O.[Na+].[Na+]. The catalyst is C1COCC1. The product is [CH3:1][C:2]1[CH:11]=[CH:10][C:9]2[C:4](=[CH:5][C:6]([CH2:12][CH2:13][OH:14])=[CH:7][CH:8]=2)[N:3]=1. The yield is 0.470. (2) The catalyst is C1COCC1. The yield is 1.00. The reactants are [Cl:1][C:2]1[C:3]([C:11]([O:13]CC)=[O:12])=[CH:4][N:5]([CH3:10])[C:6](=[O:9])[C:7]=1[CH3:8].CO.[Li+].[OH-].Cl. The product is [Cl:1][C:2]1[C:3]([C:11]([OH:13])=[O:12])=[CH:4][N:5]([CH3:10])[C:6](=[O:9])[C:7]=1[CH3:8]. (3) The reactants are [H-].[Na+].[Br:3][C:4]1[C:9]2[N:10]=[CH:11][N:12]=[CH:13][C:8]=2[C:7](=[O:14])[NH:6][CH:5]=1.CI.[CH3:17]C(=O)OCC. The catalyst is CN(C=O)C. The product is [Br:3][C:4]1[C:9]2[N:10]=[CH:11][N:12]=[CH:13][C:8]=2[C:7](=[O:14])[N:6]([CH3:17])[CH:5]=1. The yield is 0.753. (4) The reactants are [Cl:1][C:2]1[C:3]([CH2:18][CH3:19])=[C:4]([NH:10][C@H:11]([C@@H:15]([OH:17])[CH3:16])[C:12]([OH:14])=O)[CH:5]=[CH:6][C:7]=1[C:8]#[N:9].[C:20]([C:22]1[CH:31]=[CH:30][C:25]([C:26]([NH:28][NH2:29])=[O:27])=[CH:24][CH:23]=1)#[N:21].O.ON1C2C=CC=CC=2N=N1.Cl.CN(C)CCCN=C=NCC.C(N(CC)CC)C. The catalyst is C1COCC1. The product is [Cl:1][C:2]1[C:3]([CH2:18][CH3:19])=[C:4]([NH:10][C@H:11]([C@@H:15]([OH:17])[CH3:16])[C:12]([NH:29][NH:28][C:26](=[O:27])[C:25]2[CH:24]=[CH:23][C:22]([C:20]#[N:21])=[CH:31][CH:30]=2)=[O:14])[CH:5]=[CH:6][C:7]=1[C:8]#[N:9]. The yield is 0.870. (5) The reactants are [CH3:1][CH:2]1[CH2:7][C:6](=[O:8])[CH:5]=[C:4](B2OC(C)(C)C(C)(C)O2)[CH2:3]1.Cl[C:19]1[CH:24]=[CH:23][N:22]=[CH:21][C:20]=1[N+:25]([O-:27])=[O:26].C(Cl)Cl. The catalyst is O1CCOCC1.C1C=CC(P(C2C=CC=CC=2)[C-]2C=CC=C2)=CC=1.C1C=CC(P(C2C=CC=CC=2)[C-]2C=CC=C2)=CC=1.Cl[Pd]Cl.[Fe+2].CCOC(C)=O.O. The product is [CH3:1][CH:2]1[CH2:7][C:6](=[O:8])[CH:5]=[C:4]([C:19]2[CH:24]=[CH:23][N:22]=[CH:21][C:20]=2[N+:25]([O-:27])=[O:26])[CH2:3]1. The yield is 0.450. (6) The reactants are [CH3:1][O:2][C:3]([NH:5][C@H:6]([C:11]([N:13]1[CH2:17][C@@H:16]([CH3:18])[CH2:15][C@H:14]1[C:19]1[NH:20][C:21]([C:24]2[CH:29]=[C:28]3[CH2:30][O:31][C:32]4[CH:59]=[C:58]5[C:35]([CH:36]=[CH:37][C:38]6[N:42]=[C:41]([C@@H:43]7[CH2:47][C@H:46]([CH2:48][O:49][CH3:50])[CH2:45][N:44]7C(OC(C)(C)C)=O)[NH:40][C:39]=65)=[CH:34][C:33]=4[C:27]3=[CH:26][CH:25]=2)=[CH:22][N:23]=1)=[O:12])[C@@H:7]([CH2:9][CH3:10])[CH3:8])=[O:4].[CH3:60][O:61][C@H:62]([CH3:72])[C@H:63]([NH:67][C:68]([O:70][CH3:71])=[O:69])[C:64]([OH:66])=O.CN(C(ON1N=NC2C=CC=NC1=2)=[N+](C)C)C.F[P-](F)(F)(F)(F)F.CN1CCOCC1. The catalyst is Cl.CCO.CN(C=O)C. The product is [CH3:71][O:70][C:68]([NH:67][C@H:63]([C:64]([N:44]1[CH2:45][C@@H:46]([CH2:48][O:49][CH3:50])[CH2:47][C@H:43]1[C:41]1[NH:40][C:39]2[C:58]3[C:35]([CH:36]=[CH:37][C:38]=2[N:42]=1)=[CH:34][C:33]1[C:27]2[C:28]([CH2:30][O:31][C:32]=1[CH:59]=3)=[CH:29][C:24]([C:21]1[NH:20][C:19]([C@@H:14]3[CH2:15][C@H:16]([CH3:18])[CH2:17][N:13]3[C:11](=[O:12])[C@@H:6]([NH:5][C:3](=[O:4])[O:2][CH3:1])[C@H:7]([CH3:8])[CH2:9][CH3:10])=[N:23][CH:22]=1)=[CH:25][CH:26]=2)=[O:66])[C@H:62]([CH3:72])[O:61][CH3:60])=[O:69]. The yield is 0.810. (7) The reactants are Br[C:2]1[C:11]2[C:6](=[CH:7][CH:8]=[CH:9][CH:10]=2)[N:5]=[CH:4][CH:3]=1.[CH:12]1([N:15]2[CH2:20][C:19]3([CH2:25][CH2:24][N:23]([S:26]([C:29]4[CH:34]=[CH:33][C:32](B5OC(C)(C)C(C)(C)O5)=[CH:31][CH:30]=4)(=[O:28])=[O:27])[CH2:22][CH2:21]3)[O:18][CH2:17][C:16]2=[O:44])[CH2:14][CH2:13]1. No catalyst specified. The product is [CH:12]1([N:15]2[CH2:20][C:19]3([CH2:25][CH2:24][N:23]([S:26]([C:29]4[CH:30]=[CH:31][C:32]([C:2]5[C:11]6[C:6](=[CH:7][CH:8]=[CH:9][CH:10]=6)[N:5]=[CH:4][CH:3]=5)=[CH:33][CH:34]=4)(=[O:27])=[O:28])[CH2:22][CH2:21]3)[O:18][CH2:17][C:16]2=[O:44])[CH2:13][CH2:14]1. The yield is 0.550.